Dataset: Reaction yield outcomes from USPTO patents with 853,638 reactions. Task: Predict the reaction yield, written as a fraction of the theoretical maximum amount of product (1.0 means a 100% yield; for example, 0.34 means a 34% yield). The reactants are N(CC(O)=O)C.[CH:7]1([S:10]([NH2:13])(=[O:12])=[O:11])[CH2:9][CH2:8]1.[OH:14][C:15]1[C@H:24]2[C@H:19]([C@H:20]3[CH2:25][C@@H:23]2[CH2:22][CH2:21]3)[N:18]([CH2:26][CH2:27][CH:28]([CH3:30])[CH3:29])[C:17](=[O:31])[C:16]=1[C:32]1[NH:37][C:36]2[CH:38]=[CH:39][C:40](I)=[CH:41][C:35]=2[S:34](=[O:44])(=[O:43])[N:33]=1.P([O-])([O-])([O-])=O.[K+].[K+].[K+]. The catalyst is [Cu]I. The product is [OH:14][C:15]1[C@H:24]2[C@H:19]([C@H:20]3[CH2:25][C@@H:23]2[CH2:22][CH2:21]3)[N:18]([CH2:26][CH2:27][CH:28]([CH3:30])[CH3:29])[C:17](=[O:31])[C:16]=1[C:32]1[NH:37][C:36]2[CH:38]=[CH:39][C:40]([NH:13][S:10]([CH:7]3[CH2:9][CH2:8]3)(=[O:12])=[O:11])=[CH:41][C:35]=2[S:34](=[O:44])(=[O:43])[N:33]=1. The yield is 0.220.